Dataset: Forward reaction prediction with 1.9M reactions from USPTO patents (1976-2016). Task: Predict the product of the given reaction. (1) Given the reactants Br[C:2]1[CH:10]=[CH:9][C:8]([F:11])=[C:7]2[C:3]=1[CH2:4][CH2:5][C@H:6]2[O:12][C:13]1[CH:26]=[CH:25][C:16]2[C@H:17]([CH2:20][C:21]([O:23][CH3:24])=[O:22])[CH2:18][O:19][C:15]=2[CH:14]=1.[CH3:27][C:28]1[CH:33]=[C:32]([O:34][CH2:35][CH2:36][CH2:37][S:38]([CH3:41])(=[O:40])=[O:39])[CH:31]=[C:30]([CH3:42])[C:29]=1B1OC(C)(C)C(C)(C)O1.C(=O)([O-])[O-].[Cs+].[Cs+], predict the reaction product. The product is: [CH3:42][C:30]1[CH:31]=[C:32]([O:34][CH2:35][CH2:36][CH2:37][S:38]([CH3:41])(=[O:39])=[O:40])[CH:33]=[C:28]([CH3:27])[C:29]=1[C:2]1[CH:10]=[CH:9][C:8]([F:11])=[C:7]2[C:3]=1[CH2:4][CH2:5][C@H:6]2[O:12][C:13]1[CH:26]=[CH:25][C:16]2[C@H:17]([CH2:20][C:21]([O:23][CH3:24])=[O:22])[CH2:18][O:19][C:15]=2[CH:14]=1. (2) Given the reactants C([N:4]1[CH:8]=[CH:7][C:6]([NH:9][C:10]2[N:11]=[C:12]3[CH:17]=[CH:16][C:15]([C:18]4[CH:19]=[N:20][CH:21]=[N:22][CH:23]=4)=[CH:14][N:13]3[C:24]=2[C:25]2[N:30]=[C:29]([CH3:31])[N:28]=[C:27]([NH:32][C:33](=[O:35])[CH3:34])[CH:26]=2)=[N:5]1)(=O)C.C(Cl)Cl.C(=O)([O-])[O-], predict the reaction product. The product is: [NH:4]1[CH:8]=[CH:7][C:6]([NH:9][C:10]2[N:11]=[C:12]3[CH:17]=[CH:16][C:15]([C:18]4[CH:19]=[N:20][CH:21]=[N:22][CH:23]=4)=[CH:14][N:13]3[C:24]=2[C:25]2[N:30]=[C:29]([CH3:31])[N:28]=[C:27]([NH:32][C:33](=[O:35])[CH3:34])[CH:26]=2)=[N:5]1. (3) Given the reactants [F:1][C:2]([F:18])([F:17])[CH2:3][NH:4][C:5]1[CH:12]=[CH:11][C:8]([C:9]#[N:10])=[C:7]([C:13]([F:16])([F:15])[F:14])[CH:6]=1.Br[CH2:20][C:21]1[O:25][N:24]=[CH:23][CH:22]=1.[H-].[Na+].O, predict the reaction product. The product is: [O:25]1[C:21]([CH2:20][N:4]([CH2:3][C:2]([F:17])([F:18])[F:1])[C:5]2[CH:12]=[CH:11][C:8]([C:9]#[N:10])=[C:7]([C:13]([F:16])([F:14])[F:15])[CH:6]=2)=[CH:22][CH:23]=[N:24]1. (4) Given the reactants [C:1]([O:8][CH3:9])(=[O:7])[CH2:2][C:3]([O:5][CH3:6])=[O:4].[H-].[Na+].F[C:13]1[CH:18]=[CH:17][C:16]([C:19]2[CH:24]=[CH:23][CH:22]=[C:21]([O:25][CH2:26][CH3:27])[CH:20]=2)=[CH:15][C:14]=1[N+:28]([O-:30])=[O:29], predict the reaction product. The product is: [CH2:26]([O:25][C:21]1[CH:20]=[C:19]([C:16]2[CH:17]=[CH:18][C:13]([CH:2]([C:1]([O:8][CH3:9])=[O:7])[C:3]([O:5][CH3:6])=[O:4])=[C:14]([N+:28]([O-:30])=[O:29])[CH:15]=2)[CH:24]=[CH:23][CH:22]=1)[CH3:27]. (5) Given the reactants CON(C)[C:4]([C:6]1[C:15](=[O:16])[C:14]2[C:9](=[CH:10][CH:11]=[CH:12][CH:13]=2)[N:8]([CH2:17][C:18]2[CH:23]=[CH:22][CH:21]=[C:20]([Br:24])[N:19]=2)[CH:7]=1)=[O:5], predict the reaction product. The product is: [Br:24][C:20]1[N:19]=[C:18]([CH2:17][N:8]2[C:9]3[C:14](=[CH:13][CH:12]=[CH:11][CH:10]=3)[C:15](=[O:16])[C:6]([C:4](=[O:5])[C:12]3[CH:13]=[CH:14][C:9]([N:8]([CH3:17])[CH3:7])=[CH:10][CH:11]=3)=[CH:7]2)[CH:23]=[CH:22][CH:21]=1. (6) Given the reactants [Si]([O:8][C@H:9]([C@H:17]([O:42][Si](C(C)(C)C)(C)C)[CH:18]=[CH:19][C:20]1[CH:25]=[CH:24][CH:23]=[CH:22][C:21]=1[CH:26]=[CH:27][C@H:28]([O:34][Si](C(C)(C)C)(C)C)[CH2:29][CH2:30][CH2:31][CH2:32][CH3:33])[CH2:10][CH2:11][CH2:12][C:13]([O:15][CH3:16])=[O:14])(C(C)(C)C)(C)C.[F-].C([N+](CCCC)(CCCC)CCCC)CCC, predict the reaction product. The product is: [OH:8][C@H:9]([C@H:17]([OH:42])[CH:18]=[CH:19][C:20]1[CH:25]=[CH:24][CH:23]=[CH:22][C:21]=1[CH:26]=[CH:27][C@H:28]([OH:34])[CH2:29][CH2:30][CH2:31][CH2:32][CH3:33])[CH2:10][CH2:11][CH2:12][C:13]([O:15][CH3:16])=[O:14]. (7) Given the reactants [I:1][C:2]1[CH:10]=[C:6]([C:7](O)=[O:8])[C:5]([NH2:11])=[CH:4][CH:3]=1.C([O-])([O-])OC.C([O-])(=O)C.[NH4+:21].[CH3:22]O, predict the reaction product. The product is: [I:1][C:2]1[CH:10]=[C:6]2[C:5](=[CH:4][CH:3]=1)[N:11]=[CH:22][NH:21][C:7]2=[O:8].